This data is from Catalyst prediction with 721,799 reactions and 888 catalyst types from USPTO. The task is: Predict which catalyst facilitates the given reaction. (1) Reactant: [C:1]1([CH:7]2[CH2:12][CH2:11][NH:10][CH2:9][CH2:8]2)[CH:6]=[CH:5][CH:4]=[CH:3][CH:2]=1.C=O.[C:15](O[BH-](OC(=O)C)OC(=O)C)(=O)C.[Na+]. Product: [CH3:15][N:10]1[CH2:9][CH2:8][CH:7]([C:1]2[CH:6]=[CH:5][CH:4]=[CH:3][CH:2]=2)[CH2:12][CH2:11]1. The catalyst class is: 20. (2) Reactant: [Cl:1][C:2]1[CH:3]=[C:4]([NH:15][C:16]2[C:25]3[C:20](=[CH:21][C:22](F)=[C:23]([O:26][CH3:27])[CH:24]=3)[N:19]=[CH:18][C:17]=2[C:29]#[N:30])[CH:5]=[CH:6][C:7]=1[S:8][C:9]1[N:10]([CH3:14])[CH:11]=[CH:12][N:13]=1.[CH3:31][N:32]1[CH2:37][CH2:36][CH:35]([N:38]2[CH2:43][CH2:42][NH:41][CH2:40][CH2:39]2)[CH2:34][CH2:33]1. Product: [Cl:1][C:2]1[CH:3]=[C:4]([NH:15][C:16]2[C:25]3[C:20](=[CH:21][C:22]([N:41]4[CH2:40][CH2:39][N:38]([CH:35]5[CH2:36][CH2:37][N:32]([CH3:31])[CH2:33][CH2:34]5)[CH2:43][CH2:42]4)=[C:23]([O:26][CH3:27])[CH:24]=3)[N:19]=[CH:18][C:17]=2[C:29]#[N:30])[CH:5]=[CH:6][C:7]=1[S:8][C:9]1[N:10]([CH3:14])[CH:11]=[CH:12][N:13]=1. The catalyst class is: 60. (3) Reactant: CCN(C(C)C)C(C)C.[N:10]1[CH:15]=[CH:14][CH:13]=[CH:12][C:11]=1[C:16]1[CH:24]=[CH:23][C:19]([C:20]([OH:22])=O)=[CH:18][CH:17]=1.C1C=CC2N(O)N=NC=2C=1.CCN=C=NCCCN(C)C.Cl.[NH2:47][CH2:48][C:49]([N:51]1[CH2:56][CH2:55][N:54]([C:57](=[O:68])[C:58]2[CH:63]=[CH:62][CH:61]=[CH:60][C:59]=2[C:64]([F:67])([F:66])[F:65])[CH2:53][CH2:52]1)=[O:50]. Product: [O:50]=[C:49]([N:51]1[CH2:52][CH2:53][N:54]([C:57](=[O:68])[C:58]2[CH:63]=[CH:62][CH:61]=[CH:60][C:59]=2[C:64]([F:67])([F:66])[F:65])[CH2:55][CH2:56]1)[CH2:48][NH:47][C:20](=[O:22])[C:19]1[CH:18]=[CH:17][C:16]([C:11]2[CH:12]=[CH:13][CH:14]=[CH:15][N:10]=2)=[CH:24][CH:23]=1. The catalyst class is: 248. (4) Reactant: [CH3:1][C:2]([O:5][C:6]([N:8]1[C@@H:13]([CH3:14])[CH2:12][N:11]([CH2:15][C:16]2[CH:21]=[CH:20][C:19]([C:22]([CH3:27])([CH3:26])[C:23]([OH:25])=O)=[CH:18][CH:17]=2)[CH2:10][C@H:9]1[CH3:28])=[O:7])([CH3:4])[CH3:3].C1CCC(N=C=NC2CCCCC2)CC1.ON1C2C=CC=CC=2N=N1.[F:54][C:55]1[CH:60]=[CH:59][C:58]([NH:61][CH:62]2[CH2:67][CH2:66][NH:65][CH2:64][CH2:63]2)=[CH:57][CH:56]=1.C(O)C(N)(CO)CO.[N-]=C=O. Product: [F:54][C:55]1[CH:60]=[CH:59][C:58]([NH:61][CH:62]2[CH2:67][CH2:66][N:65]([C:23](=[O:25])[C:22]([C:19]3[CH:18]=[CH:17][C:16]([CH2:15][N:11]4[CH2:12][C@H:13]([CH3:14])[N:8]([C:6]([O:5][C:2]([CH3:3])([CH3:1])[CH3:4])=[O:7])[C@H:9]([CH3:28])[CH2:10]4)=[CH:21][CH:20]=3)([CH3:26])[CH3:27])[CH2:64][CH2:63]2)=[CH:57][CH:56]=1. The catalyst class is: 85. (5) Reactant: CC[N:3]([C:9]1[CH:14]=[CH:13][C:12]2[C:15]([NH:17][NH:18][C:19](=[O:20])[C:11]=2[CH:10]=1)=[O:16])CCCCN. Product: [CH:14]1[C:9]([NH2:3])=[CH:10][C:11]2[C:19]([NH:18][NH:17][C:15](=[O:16])[C:12]=2[CH:13]=1)=[O:20]. The catalyst class is: 2. (6) Product: [CH2:13]([N:3]([CH:1]=[CH2:2])[CH:4]=[O:5])[CH2:14][CH2:15][CH3:16]. The catalyst class is: 1. Reactant: [CH:1]([NH:3][CH:4]=[O:5])=[CH2:2].CC([O-])(C)C.[K+].Br[CH2:13][CH2:14][CH2:15][CH3:16]. (7) Product: [Cl:54][C:52]1[CH:51]=[C:47]([CH:46]=[C:45]([Cl:44])[N:53]=1)[C:48]([NH:63][CH2:62][CH2:61][N:55]1[CH2:60][CH2:59][O:58][CH2:57][CH2:56]1)=[O:50]. The catalyst class is: 44. Reactant: CN(C(ON1N=NC2C=CC=NC1=2)=[N+](C)C)C.F[P-](F)(F)(F)(F)F.C1C=NC2N(O)N=NC=2C=1.CCN(C(C)C)C(C)C.[Cl:44][C:45]1[CH:46]=[C:47]([CH:51]=[C:52]([Cl:54])[N:53]=1)[C:48]([OH:50])=O.[N:55]1([CH2:61][CH2:62][NH2:63])[CH2:60][CH2:59][O:58][CH2:57][CH2:56]1.